Dataset: Catalyst prediction with 721,799 reactions and 888 catalyst types from USPTO. Task: Predict which catalyst facilitates the given reaction. Reactant: Cl.[NH2:2][C@@H:3]1[CH2:7][C@H:6]([CH2:8][OH:9])[C@@H:5]([OH:10])[C@H:4]1[OH:11].[Cl:12][C:13]1[C:18]([NH2:19])=[C:17](Cl)[N:16]=[CH:15][N:14]=1. Product: [NH2:19][C:18]1[C:17]([NH:2][C@@H:3]2[CH2:7][C@H:6]([CH2:8][OH:9])[C@@H:5]([OH:10])[C@H:4]2[OH:11])=[N:16][CH:15]=[N:14][C:13]=1[Cl:12]. The catalyst class is: 8.